Predict which catalyst facilitates the given reaction. From a dataset of Catalyst prediction with 721,799 reactions and 888 catalyst types from USPTO. (1) The catalyst class is: 4. Reactant: [Br:1][C:2]1[CH:3]=[N:4][CH:5]=[C:6]([CH:10]=1)[C:7](Cl)=[O:8].Br[C:12]1[CH:13]=[N:14][CH:15]=[C:16]([CH:20]=1)C(O)=O.C([N:23]([CH2:26]C)CC)C.O.C[N:30](C)C=O. Product: [N:14]1[CH:13]=[CH:12][CH:20]=[CH:16][C:15]=1[C:26]1[N:23]=[C:7]([C:6]2[CH:5]=[N:4][CH:3]=[C:2]([Br:1])[CH:10]=2)[O:8][N:30]=1. (2) Reactant: [C:1]([O:5][C:6]([N:8]1[CH2:13][CH2:12][CH:11]([NH:14][C:15]2[CH:20]=[CH:19][CH:18]=[CH:17][C:16]=2[OH:21])[CH2:10][CH2:9]1)=[O:7])([CH3:4])([CH3:3])[CH3:2].Br[CH2:23][C:24]([O:26][CH3:27])=[O:25].C(=O)([O-])[O-].[K+].[K+].O. Product: [C:1]([O:5][C:6]([N:8]1[CH2:13][CH2:12][CH:11]([NH:14][C:15]2[CH:20]=[CH:19][CH:18]=[CH:17][C:16]=2[O:21][CH2:23][C:24]([O:26][CH3:27])=[O:25])[CH2:10][CH2:9]1)=[O:7])([CH3:4])([CH3:2])[CH3:3]. The catalyst class is: 9. (3) Reactant: [Cl:1][C:2]1[CH:7]=[CH:6][C:5]([CH3:8])=[CH:4][C:3]=1[OH:9].[C:10](=O)([O-])[O-].[K+].[K+].S(OC)(OC)(=O)=O. Product: [Cl:1][C:2]1[CH:7]=[CH:6][C:5]([CH3:8])=[CH:4][C:3]=1[O:9][CH3:10]. The catalyst class is: 18. (4) Reactant: [CH2:1]([N:8]1[CH2:14][CH:13]([C:15]2[CH:22]=[CH:21][C:18]([C:19]#[N:20])=[CH:17][CH:16]=2)[CH2:12]O[CH2:10][CH2:9]1)[C:2]1[CH:7]=[CH:6][CH:5]=[CH:4][CH:3]=1.[OH-:23].[K+].Cl.[NH2:26][OH:27].[OH-].[Na+].[C:30](O)(C)(C)C. Product: [CH2:1]([N:8]1[CH2:14][CH:13]([C:15]2[CH:22]=[CH:21][C:18]([C:19]3[O:27][N:26]=[CH:30][N:20]=3)=[CH:17][CH:16]=2)[CH2:12][O:23][CH2:10][CH2:9]1)[C:2]1[CH:7]=[CH:6][CH:5]=[CH:4][CH:3]=1. The catalyst class is: 211. (5) Reactant: [CH3:1][O:2][C:3]1[CH:8]=[CH:7][CH:6]=[CH:5][C:4]=1[NH:9][NH2:10].[C:11](OC(=O)C)(=[O:13])[CH3:12]. Product: [CH3:1][O:2][C:3]1[CH:8]=[CH:7][CH:6]=[CH:5][C:4]=1[NH:9][NH:10][C:11](=[O:13])[CH3:12]. The catalyst class is: 11.